The task is: Regression. Given two drug SMILES strings and cell line genomic features, predict the synergy score measuring deviation from expected non-interaction effect.. This data is from NCI-60 drug combinations with 297,098 pairs across 59 cell lines. (1) Drug 1: CC1=C2C(C(=O)C3(C(CC4C(C3C(C(C2(C)C)(CC1OC(=O)C(C(C5=CC=CC=C5)NC(=O)OC(C)(C)C)O)O)OC(=O)C6=CC=CC=C6)(CO4)OC(=O)C)OC)C)OC. Drug 2: CC1C(C(=O)NC(C(=O)N2CCCC2C(=O)N(CC(=O)N(C(C(=O)O1)C(C)C)C)C)C(C)C)NC(=O)C3=C4C(=C(C=C3)C)OC5=C(C(=O)C(=C(C5=N4)C(=O)NC6C(OC(=O)C(N(C(=O)CN(C(=O)C7CCCN7C(=O)C(NC6=O)C(C)C)C)C)C(C)C)C)N)C. Cell line: MDA-MB-231. Synergy scores: CSS=20.6, Synergy_ZIP=-4.58, Synergy_Bliss=-8.63, Synergy_Loewe=-17.4, Synergy_HSA=-7.94. (2) Drug 1: CC12CCC3C(C1CCC2=O)CC(=C)C4=CC(=O)C=CC34C. Drug 2: CC12CCC3C(C1CCC2OP(=O)(O)O)CCC4=C3C=CC(=C4)OC(=O)N(CCCl)CCCl.[Na+]. Cell line: TK-10. Synergy scores: CSS=0.712, Synergy_ZIP=-10.8, Synergy_Bliss=-22.6, Synergy_Loewe=-37.4, Synergy_HSA=-23.0. (3) Drug 1: C1=C(C(=O)NC(=O)N1)N(CCCl)CCCl. Drug 2: CC1CCC2CC(C(=CC=CC=CC(CC(C(=O)C(C(C(=CC(C(=O)CC(OC(=O)C3CCCCN3C(=O)C(=O)C1(O2)O)C(C)CC4CCC(C(C4)OC)OCCO)C)C)O)OC)C)C)C)OC. Cell line: NCI-H322M. Synergy scores: CSS=22.2, Synergy_ZIP=5.36, Synergy_Bliss=12.0, Synergy_Loewe=3.60, Synergy_HSA=10.2. (4) Drug 1: C1=C(C(=O)NC(=O)N1)N(CCCl)CCCl. Drug 2: CN(C(=O)NC(C=O)C(C(C(CO)O)O)O)N=O. Cell line: UACC-257. Synergy scores: CSS=-1.55, Synergy_ZIP=-4.18, Synergy_Bliss=-7.88, Synergy_Loewe=-9.71, Synergy_HSA=-8.16. (5) Drug 1: C1=C(C(=O)NC(=O)N1)F. Drug 2: CC12CCC3C(C1CCC2OP(=O)(O)O)CCC4=C3C=CC(=C4)OC(=O)N(CCCl)CCCl.[Na+]. Cell line: BT-549. Synergy scores: CSS=35.8, Synergy_ZIP=-4.31, Synergy_Bliss=-7.27, Synergy_Loewe=-8.84, Synergy_HSA=-3.49. (6) Drug 1: CC1CCC2CC(C(=CC=CC=CC(CC(C(=O)C(C(C(=CC(C(=O)CC(OC(=O)C3CCCCN3C(=O)C(=O)C1(O2)O)C(C)CC4CCC(C(C4)OC)O)C)C)O)OC)C)C)C)OC. Drug 2: COCCOC1=C(C=C2C(=C1)C(=NC=N2)NC3=CC=CC(=C3)C#C)OCCOC.Cl. Cell line: SK-OV-3. Synergy scores: CSS=25.7, Synergy_ZIP=-8.41, Synergy_Bliss=-1.94, Synergy_Loewe=-12.3, Synergy_HSA=1.07. (7) Drug 1: COC1=CC(=CC(=C1O)OC)C2C3C(COC3=O)C(C4=CC5=C(C=C24)OCO5)OC6C(C(C7C(O6)COC(O7)C8=CC=CS8)O)O. Drug 2: CS(=O)(=O)OCCCCOS(=O)(=O)C. Cell line: SN12C. Synergy scores: CSS=42.4, Synergy_ZIP=0.806, Synergy_Bliss=2.67, Synergy_Loewe=-28.5, Synergy_HSA=4.08. (8) Drug 1: CCC1(CC2CC(C3=C(CCN(C2)C1)C4=CC=CC=C4N3)(C5=C(C=C6C(=C5)C78CCN9C7C(C=CC9)(C(C(C8N6C=O)(C(=O)OC)O)OC(=O)C)CC)OC)C(=O)OC)O.OS(=O)(=O)O. Drug 2: CC(C)CN1C=NC2=C1C3=CC=CC=C3N=C2N. Cell line: HOP-92. Synergy scores: CSS=6.78, Synergy_ZIP=-7.79, Synergy_Bliss=-12.5, Synergy_Loewe=-17.8, Synergy_HSA=-12.8. (9) Drug 1: C1=C(C(=O)NC(=O)N1)N(CCCl)CCCl. Drug 2: CC12CCC3C(C1CCC2OP(=O)(O)O)CCC4=C3C=CC(=C4)OC(=O)N(CCCl)CCCl.[Na+]. Cell line: SK-OV-3. Synergy scores: CSS=2.91, Synergy_ZIP=-5.28, Synergy_Bliss=-9.10, Synergy_Loewe=-9.42, Synergy_HSA=-9.37. (10) Synergy scores: CSS=59.2, Synergy_ZIP=-4.13, Synergy_Bliss=-3.67, Synergy_Loewe=-26.0, Synergy_HSA=-0.186. Drug 2: N.N.Cl[Pt+2]Cl. Drug 1: CC1CCC2CC(C(=CC=CC=CC(CC(C(=O)C(C(C(=CC(C(=O)CC(OC(=O)C3CCCCN3C(=O)C(=O)C1(O2)O)C(C)CC4CCC(C(C4)OC)OCCO)C)C)O)OC)C)C)C)OC. Cell line: OVCAR3.